This data is from CYP2D6 inhibition data for predicting drug metabolism from PubChem BioAssay. The task is: Regression/Classification. Given a drug SMILES string, predict its absorption, distribution, metabolism, or excretion properties. Task type varies by dataset: regression for continuous measurements (e.g., permeability, clearance, half-life) or binary classification for categorical outcomes (e.g., BBB penetration, CYP inhibition). Dataset: cyp2d6_veith. (1) The result is 0 (non-inhibitor). The molecule is CCOC(=O)Cc1c(C)nc2c(C#N)c[nH]n2c1=O. (2) The compound is Cn1c(SCC(=O)NCc2ccc3c(c2)OCO3)nnc1-c1cc2ccccc2cc1O. The result is 1 (inhibitor).